Dataset: Full USPTO retrosynthesis dataset with 1.9M reactions from patents (1976-2016). Task: Predict the reactants needed to synthesize the given product. (1) The reactants are: [Cl:1][C:2]1[CH:3]=[C:4]([S:8]([NH:11][C:12]2[CH:20]=[CH:19][C:15]([C:16]([OH:18])=[O:17])=[C:14]([OH:21])[CH:13]=2)(=[O:10])=[O:9])[S:5][C:6]=1[Cl:7].Cl[CH2:23][C:24]([NH2:26])=[O:25].C([O-])(O)=O.[Na+].[Na+].[I-]. Given the product [Cl:1][C:2]1[CH:3]=[C:4]([S:8]([NH:11][C:12]2[CH:20]=[CH:19][C:15]([C:16]([O:18][CH2:23][C:24]([NH2:26])=[O:25])=[O:17])=[C:14]([OH:21])[CH:13]=2)(=[O:9])=[O:10])[S:5][C:6]=1[Cl:7], predict the reactants needed to synthesize it. (2) Given the product [Cl:1][C:2]1[CH:3]=[C:4]([N:10]2[C:19](=[O:20])[CH:18]=[C:15]([OH:17])[CH:11]2[CH2:12][CH2:13][CH3:14])[CH:5]=[CH:6][C:7]=1[C:8]#[N:9], predict the reactants needed to synthesize it. The reactants are: [Cl:1][C:2]1[CH:3]=[C:4]([NH:10][C@H:11]([C:15]([OH:17])=O)[CH2:12][CH2:13][CH3:14])[CH:5]=[CH:6][C:7]=1[C:8]#[N:9].[CH3:18][C:19]1(C)OC(=O)CC(=O)[O:20]1.S([O-])(O)(=O)=O.[K+]. (3) Given the product [OH:1][C:2]1[CH:7]=[CH:6][C:5]([S:8][CH2:9][CH2:10][CH2:11][C:12](=[S:34])[N:14]([CH2:16][C:17]2[CH:22]=[CH:21][CH:20]=[CH:19][C:18]=2[O:23][CH3:24])[CH3:15])=[CH:4][CH:3]=1, predict the reactants needed to synthesize it. The reactants are: [OH:1][C:2]1[CH:7]=[CH:6][C:5]([S:8][CH2:9][CH2:10][CH2:11][C:12]([N:14]([CH2:16][C:17]2[CH:22]=[CH:21][CH:20]=[CH:19][C:18]=2[O:23][CH3:24])[CH3:15])=O)=[CH:4][CH:3]=1.COC1C=CC(P2(SP(C3C=CC(OC)=CC=3)(=S)S2)=[S:34])=CC=1. (4) Given the product [C:1]([O:4][CH2:5][C@@H:6]1[C@@H:10]([F:33])[C@@H:9]([F:12])[CH2:8][N:7]1[C:13]([O:15][CH2:16][C:17]1[CH:22]=[CH:21][CH:20]=[CH:19][CH:18]=1)=[O:14])(=[O:3])[CH3:2], predict the reactants needed to synthesize it. The reactants are: [C:1]([O:4][CH2:5][C@@H:6]1[C@H:10](O)[C@@H:9]([F:12])[CH2:8][N:7]1[C:13]([O:15][CH2:16][C:17]1[CH:22]=[CH:21][CH:20]=[CH:19][CH:18]=1)=[O:14])(=[O:3])[CH3:2].C(OC[C@@H]1[C@@H]([F:33])[C@H](O)CN1C(OCC1C=CC=CC=1)=O)(=O)C.CCN(S(F)(F)F)CC.C([O-])(O)=O.[Na+]. (5) Given the product [Br:13][C:3]1[CH:4]=[C:5]([C:7]2[CH:12]=[CH:11][CH:10]=[CH:9][CH:8]=2)[O:6][CH:2]=1, predict the reactants needed to synthesize it. The reactants are: O[CH2:2][C:3]#[C:4][C:5]([C:7]1[CH:12]=[CH:11][CH:10]=[CH:9][CH:8]=1)=[O:6].[BrH:13].O. (6) Given the product [N+:31]([C:34]1[CH:35]=[CH:36][C:37]([C:38]([O:30][C@@H:29]2[C@H:25]([O:24][C:3]3[C:2]([F:1])=[CH:20][C:19]([N+:21]([O-:23])=[O:22])=[CH:18][C:4]=3[CH2:5][N:6]([C:7]([O:8][CH2:9][C:10]3[CH:15]=[CH:14][CH:13]=[CH:12][CH:11]=3)=[O:16])[CH3:17])[CH2:26][O:27][CH2:28]2)=[O:39])=[CH:41][CH:42]=1)([O-:33])=[O:32], predict the reactants needed to synthesize it. The reactants are: [F:1][C:2]1[C:3]([O:24][C@H:25]2[C@H:29]([OH:30])[CH2:28][O:27][CH2:26]2)=[C:4]([CH:18]=[C:19]([N+:21]([O-:23])=[O:22])[CH:20]=1)[CH2:5][N:6]([CH3:17])[C:7](=[O:16])[O:8][CH2:9][C:10]1[CH:15]=[CH:14][CH:13]=[CH:12][CH:11]=1.[N+:31]([C:34]1[CH:42]=[CH:41][C:37]([C:38](O)=[O:39])=[CH:36][CH:35]=1)([O-:33])=[O:32].C1C=CC(P(C2C=CC=CC=2)C2C=CC=CC=2)=CC=1.CC(OC(/N=N/C(OC(C)C)=O)=O)C.